Dataset: Catalyst prediction with 721,799 reactions and 888 catalyst types from USPTO. Task: Predict which catalyst facilitates the given reaction. (1) Reactant: [CH2:1]([O:3][C:4]1[CH:13]=[C:12]2[C:7]([C:8]([NH:14][C:15]3[CH:16]=[C:17]4[C:21](=[CH:22][CH:23]=3)[N:20]([CH2:24][C:25]3[CH:30]=[CH:29][CH:28]=[C:27]([F:31])[CH:26]=3)[N:19]=[CH:18]4)=[N:9][CH:10]=[N:11]2)=[CH:6][C:5]=1[NH2:32])[CH3:2].[Br:33][CH2:34]/[CH:35]=[CH:36]/[C:37](Cl)=[O:38].O. Product: [Br:33][CH2:34]/[CH:35]=[CH:36]/[C:37]([NH:32][C:5]1[CH:6]=[C:7]2[C:12](=[CH:13][C:4]=1[O:3][CH2:1][CH3:2])[N:11]=[CH:10][N:9]=[C:8]2[NH:14][C:15]1[CH:16]=[C:17]2[C:21](=[CH:22][CH:23]=1)[N:20]([CH2:24][C:25]1[CH:30]=[CH:29][CH:28]=[C:27]([F:31])[CH:26]=1)[N:19]=[CH:18]2)=[O:38]. The catalyst class is: 1. (2) Reactant: CO.[C:3]([NH:8][C@H:9]([C:20]([O:22]C)=[O:21])[CH2:10][C:11]1[C:19]2[C:14](=[CH:15][CH:16]=[CH:17][CH:18]=2)[NH:13][CH:12]=1)(=[O:7])/[CH:4]=[CH:5]/[CH3:6].[OH-].[Na+]. Product: [C:3]([NH:8][C@H:9]([C:20]([OH:22])=[O:21])[CH2:10][C:11]1[C:19]2[C:14](=[CH:15][CH:16]=[CH:17][CH:18]=2)[NH:13][CH:12]=1)(=[O:7])/[CH:4]=[CH:5]/[CH3:6]. The catalyst class is: 6. (3) Reactant: [Si]([O:8][CH2:9][CH2:10][NH:11][C:12]([C:14]1[N:15]=[C:16]([N:19]2[CH2:22][CH:21]([S:23][C:24]3[C@H:25]([CH3:48])[C@@H:26]4[C@@H:43]([C@H:44]([OH:46])[CH3:45])[C:42](=[O:47])[N:27]4[C:28]=3[C:29]([O:31][CH2:32][C:33]3[CH:38]=[CH:37][C:36]([N+:39]([O-:41])=[O:40])=[CH:35][CH:34]=3)=[O:30])[CH2:20]2)[S:17][CH:18]=1)=[O:13])(C(C)(C)C)(C)C.C(O)(=O)C.[F-].C([N+](CCCC)(CCCC)CCCC)CCC. Product: [OH:8][CH2:9][CH2:10][NH:11][C:12]([C:14]1[N:15]=[C:16]([N:19]2[CH2:20][CH:21]([S:23][C:24]3[C@H:25]([CH3:48])[C@@H:26]4[C@@H:43]([C@H:44]([OH:46])[CH3:45])[C:42](=[O:47])[N:27]4[C:28]=3[C:29]([O:31][CH2:32][C:33]3[CH:38]=[CH:37][C:36]([N+:39]([O-:41])=[O:40])=[CH:35][CH:34]=3)=[O:30])[CH2:22]2)[S:17][CH:18]=1)=[O:13]. The catalyst class is: 7. (4) Reactant: Cl.C(N=C=NCCCN(C)C)C.[NH2:13][C:14]1[CH:15]=[C:16]([CH:21]=[CH:22][CH:23]=1)[C:17]([O:19][CH3:20])=[O:18].[CH:24](O)=[O:25]. Product: [CH:24]([NH:13][C:14]1[CH:15]=[C:16]([CH:21]=[CH:22][CH:23]=1)[C:17]([O:19][CH3:20])=[O:18])=[O:25]. The catalyst class is: 4. (5) Reactant: C([O:3][C:4]([C:6]1[CH:11]=[C:10]([CH3:12])[CH:9]=[C:8]([CH2:13][CH:14]([CH3:16])[CH3:15])[N:7]=1)=[O:5])C. Product: [CH2:13]([C:8]1[N:7]=[C:6]([C:4]([OH:5])=[O:3])[CH:11]=[C:10]([CH3:12])[CH:9]=1)[CH:14]([CH3:16])[CH3:15]. The catalyst class is: 33. (6) Reactant: C(Cl)(=O)C(Cl)=O.CS(C)=O.[OH:11][CH:12]1[CH2:17][CH2:16][N:15]([C:18]2([CH3:29])[CH2:23][CH2:22][N:21]([C:24]([O:26][CH2:27][CH3:28])=[O:25])[CH2:20][CH2:19]2)[CH2:14][CH2:13]1.C(N(CC)CC)C. Product: [CH3:29][C:18]1([N:15]2[CH2:16][CH2:17][C:12](=[O:11])[CH2:13][CH2:14]2)[CH2:19][CH2:20][N:21]([C:24]([O:26][CH2:27][CH3:28])=[O:25])[CH2:22][CH2:23]1. The catalyst class is: 4. (7) Reactant: FC(F)(F)C(O)=O.[CH3:8][C:9]1[C:13]([CH3:14])=[C:12]([NH:15][C:16]([N:18]2[CH2:23][CH2:22][NH:21][CH2:20][CH2:19]2)=[O:17])[O:11][N:10]=1.Cl[C:25]1[S:29][N:28]=[C:27]([C:30]2[CH:35]=[CH:34][C:33]([F:36])=[CH:32][CH:31]=2)[N:26]=1.C(N(CC)CC)C.CN(C)C=O. Product: [CH3:8][C:9]1[C:13]([CH3:14])=[C:12]([NH:15][C:16]([N:18]2[CH2:19][CH2:20][N:21]([C:25]3[S:29][N:28]=[C:27]([C:30]4[CH:35]=[CH:34][C:33]([F:36])=[CH:32][CH:31]=4)[N:26]=3)[CH2:22][CH2:23]2)=[O:17])[O:11][N:10]=1. The catalyst class is: 6.